Dataset: Full USPTO retrosynthesis dataset with 1.9M reactions from patents (1976-2016). Task: Predict the reactants needed to synthesize the given product. (1) Given the product [Br:1][C:2]1[C:3](=[O:12])[N:4]([CH2:27][C:24]2[CH:25]=[CH:26][C:21]([O:20][CH3:19])=[CH:22][CH:23]=2)[CH:5]=[N:6][C:7]=1[C:8]([F:10])([F:11])[F:9], predict the reactants needed to synthesize it. The reactants are: [Br:1][C:2]1[C:3](=[O:12])[NH:4][CH:5]=[N:6][C:7]=1[C:8]([F:11])([F:10])[F:9].C([O-])([O-])=O.[K+].[K+].[CH3:19][O:20][C:21]1[CH:26]=[CH:25][C:24]([CH2:27]Cl)=[CH:23][CH:22]=1.O. (2) Given the product [CH3:11][O:10][C:6]1[C:3]([C:4]#[N:5])=[C:2]([O:24][C:18]2[CH:23]=[CH:22][CH:21]=[CH:20][CH:19]=2)[N:9]=[CH:8][CH:7]=1, predict the reactants needed to synthesize it. The reactants are: Cl[C:2]1[N:9]=[CH:8][CH:7]=[C:6]([O:10][CH3:11])[C:3]=1[C:4]#[N:5].C(=O)([O-])[O-].[Cs+].[Cs+].[C:18]1([OH:24])[CH:23]=[CH:22][CH:21]=[CH:20][CH:19]=1. (3) Given the product [CH3:1][N:2]1[C:3]2[CH2:4][CH2:5][CH2:6][CH2:7][C:8]=2[C:9]2[C:14]1=[CH:13][CH:12]=[C:11]([C:15]1[CH:16]=[CH:17][C:18]([O:19][CH2:20][C:21]3[NH:27][N:26]=[N:25][N:22]=3)=[CH:23][CH:24]=1)[CH:10]=2, predict the reactants needed to synthesize it. The reactants are: [CH3:1][N:2]1[C:14]2[CH:13]=[CH:12][C:11]([C:15]3[CH:24]=[CH:23][C:18]([O:19][CH2:20][C:21]#[N:22])=[CH:17][CH:16]=3)=[CH:10][C:9]=2[C:8]2[CH2:7][CH2:6][CH2:5][CH2:4][C:3]1=2.[N-:25]=[N+:26]=[N-:27].[Na+].[NH4+].[Cl-]. (4) Given the product [CH3:37][O:36][C:33]1[CH:34]=[C:35]2[C:30]([CH:29]=[C:28]([C:14]3[CH:15]=[N:16][CH:17]=[N:18][CH:19]=3)[N:27]2[C:25]([O:24][C:20]([CH3:23])([CH3:22])[CH3:21])=[O:26])=[CH:31][CH:32]=1, predict the reactants needed to synthesize it. The reactants are: C(=O)([O-])[O-].[Na+].[Na+].COCCOC.Br[C:14]1[CH:15]=[N:16][CH:17]=[N:18][CH:19]=1.[C:20]([O:24][C:25]([N:27]1[C:35]2[C:30](=[CH:31][CH:32]=[C:33]([O:36][CH3:37])[CH:34]=2)[CH:29]=[C:28]1B(O)O)=[O:26])([CH3:23])([CH3:22])[CH3:21]. (5) The reactants are: [NH2:1][C:2]([C:7]1[CH:12]=[CH:11][CH:10]=[CH:9][CH:8]=1)([CH3:6])[C:3]([OH:5])=[O:4].[OH-].[Na+].Cl[C:16]([O:18][CH3:19])=[O:17]. Given the product [CH3:19][O:18][C:16]([NH:1][C:2]([C:7]1[CH:12]=[CH:11][CH:10]=[CH:9][CH:8]=1)([CH3:6])[C:3]([OH:5])=[O:4])=[O:17], predict the reactants needed to synthesize it. (6) Given the product [Br:15][C:9]1[C:8]([O:16][CH3:17])=[C:3]([C:4]([O:6][CH3:7])=[O:5])[C:2]2[N:1]=[C:27]([C:22]3[CH:23]=[CH:24][C:25]([F:26])=[C:20]([F:19])[CH:21]=3)[CH:29]=[N:12][C:11]=2[CH:10]=1, predict the reactants needed to synthesize it. The reactants are: [NH2:1][C:2]1[C:11]([N+:12]([O-])=O)=[CH:10][C:9]([Br:15])=[C:8]([O:16][CH3:17])[C:3]=1[C:4]([O:6][CH3:7])=[O:5].O.[F:19][C:20]1[CH:21]=[C:22]([C:27]([CH:29]=O)=O)[CH:23]=[CH:24][C:25]=1[F:26].